This data is from Reaction yield outcomes from USPTO patents with 853,638 reactions. The task is: Predict the reaction yield, written as a fraction of the theoretical maximum amount of product (1.0 means a 100% yield; for example, 0.34 means a 34% yield). The reactants are [H-].[H-].[H-].[H-].[Li+].[Al+3].[NH2:7][C:8]1[CH:27]=[CH:26][C:11]([O:12][C:13]2[CH:18]=[CH:17][N:16]=[C:15]([C:19](OC(C)(C)C)=[O:20])[CH:14]=2)=[CH:10][C:9]=1[F:28]. The catalyst is C1COCC1. The product is [NH2:7][C:8]1[CH:27]=[CH:26][C:11]([O:12][C:13]2[CH:18]=[CH:17][N:16]=[C:15]([CH2:19][OH:20])[CH:14]=2)=[CH:10][C:9]=1[F:28]. The yield is 0.700.